Dataset: Full USPTO retrosynthesis dataset with 1.9M reactions from patents (1976-2016). Task: Predict the reactants needed to synthesize the given product. (1) Given the product [CH3:1][C:2]1[CH:7]=[C:6]([CH3:8])[CH:5]=[CH:4][C:3]=1[NH:9][C:11]1[CH:16]=[CH:15][C:14]([CH3:17])=[CH:13][C:12]=1[CH3:18], predict the reactants needed to synthesize it. The reactants are: [CH3:1][C:2]1[CH:7]=[C:6]([CH3:8])[CH:5]=[CH:4][C:3]=1[NH2:9].Br[C:11]1[CH:16]=[CH:15][C:14]([CH3:17])=[CH:13][C:12]=1[CH3:18].C(P(C(C)(C)C)=O)(C)(C)C.P([O-])([O-])([O-])=O.[K+].[K+].[K+]. (2) Given the product [C:1]([O:5][C:6](=[O:19])[NH:7][CH2:8][C:9]1[CH:14]=[C:13]([CH:20]=[CH2:21])[C:12]([NH2:16])=[CH:11][C:10]=1[O:17][CH3:18])([CH3:4])([CH3:3])[CH3:2], predict the reactants needed to synthesize it. The reactants are: [C:1]([O:5][C:6](=[O:19])[NH:7][CH2:8][C:9]1[CH:14]=[C:13](I)[C:12]([NH2:16])=[CH:11][C:10]=1[O:17][CH3:18])([CH3:4])([CH3:3])[CH3:2].[CH2:20](C([Sn])=C(CCCC)CCCC)[CH2:21]CC. (3) Given the product [C:2]([CH:3]1[CH2:4][C:15](=[O:16])[C:14]1([Cl:19])[Cl:13])([CH3:6])([CH3:5])[CH3:1], predict the reactants needed to synthesize it. The reactants are: [CH3:1][C:2]([CH3:6])([CH3:5])[CH:3]=[CH2:4].COCCOC.[Cl:13][C:14]([Cl:19])(Cl)[C:15](Cl)=[O:16]. (4) The reactants are: Br[C:2]1[S:3][C:4]([C:7]2[CH:12]=[CH:11][C:10]([O:13][CH:14]([CH3:16])[CH3:15])=[C:9]([Cl:17])[CH:8]=2)=[N:5][N:6]=1.[CH2:18]([C:20]1[C:25](/[CH:26]=[CH:27]/[O:28][CH3:29])=[CH:24][CH:23]=[CH:22][C:21]=1B1OC(C)(C)C(C)(C)O1)[CH3:19].P([O-])([O-])([O-])=O.[K+].[K+].[K+]. Given the product [Cl:17][C:9]1[CH:8]=[C:7]([C:4]2[S:3][C:2]([C:21]3[CH:22]=[CH:23][CH:24]=[C:25](/[CH:26]=[CH:27]/[O:28][CH3:29])[C:20]=3[CH2:18][CH3:19])=[N:6][N:5]=2)[CH:12]=[CH:11][C:10]=1[O:13][CH:14]([CH3:16])[CH3:15], predict the reactants needed to synthesize it.